Regression. Given two drug SMILES strings and cell line genomic features, predict the synergy score measuring deviation from expected non-interaction effect. From a dataset of NCI-60 drug combinations with 297,098 pairs across 59 cell lines. Drug 1: CC1=C2C(C(=O)C3(C(CC4C(C3C(C(C2(C)C)(CC1OC(=O)C(C(C5=CC=CC=C5)NC(=O)OC(C)(C)C)O)O)OC(=O)C6=CC=CC=C6)(CO4)OC(=O)C)OC)C)OC. Drug 2: CCCCCOC(=O)NC1=NC(=O)N(C=C1F)C2C(C(C(O2)C)O)O. Cell line: ACHN. Synergy scores: CSS=42.7, Synergy_ZIP=5.53, Synergy_Bliss=5.41, Synergy_Loewe=-19.4, Synergy_HSA=4.82.